Dataset: Forward reaction prediction with 1.9M reactions from USPTO patents (1976-2016). Task: Predict the product of the given reaction. (1) Given the reactants [CH2:1]([N:3]1[C:12]2[C:7](=[CH:8][C:9]([NH:13][S:14]([CH2:17][CH2:18][C:19]([O:21][CH2:22][CH3:23])=[O:20])(=[O:16])=[O:15])=[CH:10][CH:11]=2)[C:6](=[O:24])[N:5]([CH2:25][CH3:26])[C:4]1=[O:27])[CH3:2].[H-].[Na+].Cl[CH2:31][C:32]1[CH:37]=[CH:36][C:35]([O:38][CH3:39])=[CH:34][CH:33]=1.O, predict the reaction product. The product is: [CH2:1]([N:3]1[C:12]2[C:7](=[CH:8][C:9]([N:13]([CH2:31][C:32]3[CH:37]=[CH:36][C:35]([O:38][CH3:39])=[CH:34][CH:33]=3)[S:14]([CH2:17][CH2:18][C:19]([O:21][CH2:22][CH3:23])=[O:20])(=[O:15])=[O:16])=[CH:10][CH:11]=2)[C:6](=[O:24])[N:5]([CH2:25][CH3:26])[C:4]1=[O:27])[CH3:2]. (2) Given the reactants [CH3:1][C@@H:2]1[CH2:8][NH:7][CH2:6][C:5]2[CH:9]=[CH:10][C:11]([C:13]([O:15][CH3:16])=[O:14])=[CH:12][C:4]=2[O:3]1.CCN(CC)CC.[N:24]([C:27]1[CH:32]=[CH:31][C:30]([O:33][CH3:34])=[CH:29][CH:28]=1)=[C:25]=[O:26], predict the reaction product. The product is: [CH3:34][O:33][C:30]1[CH:31]=[CH:32][C:27]([NH:24][C:25]([N:7]2[CH2:6][C:5]3[CH:9]=[CH:10][C:11]([C:13]([O:15][CH3:16])=[O:14])=[CH:12][C:4]=3[O:3][C@H:2]([CH3:1])[CH2:8]2)=[O:26])=[CH:28][CH:29]=1. (3) Given the reactants C(=O)([O-])[O-].[K+].[K+].S(C1C=CC(C)=CC=1)(O)(=O)=O.[CH2:18]([O:25][C:26](=[O:32])[C@H:27]([CH:29]([CH3:31])[CH3:30])[NH2:28])[C:19]1[CH:24]=[CH:23][CH:22]=[CH:21][CH:20]=1.Br[CH2:34][C:35]1[CH:40]=[CH:39][C:38]([C:41]2[CH:46]=[CH:45][CH:44]=[CH:43][C:42]=2[C:47]#[N:48])=[CH:37][CH:36]=1.[Cl:49]CCl, predict the reaction product. The product is: [ClH:49].[CH2:18]([O:25][C:26](=[O:32])[C@H:27]([CH:29]([CH3:30])[CH3:31])[NH:28][CH2:34][C:35]1[CH:36]=[CH:37][C:38]([C:41]2[CH:46]=[CH:45][CH:44]=[CH:43][C:42]=2[C:47]#[N:48])=[CH:39][CH:40]=1)[C:19]1[CH:24]=[CH:23][CH:22]=[CH:21][CH:20]=1. (4) Given the reactants [CH3:1][O:2][C:3]1[CH:4]=[C:5]([CH2:11][NH2:12])[CH:6]=[C:7]([O:9][CH3:10])[CH:8]=1.[C:13]([C:16]1[CH:21]=[CH:20][C:19]([N:22]2[CH2:27][CH2:26][N:25]([C:28]([O:30][C:31]([CH3:34])([CH3:33])[CH3:32])=[O:29])[CH2:24][CH2:23]2)=[CH:18][CH:17]=1)(O)=[O:14].CCN=C=NCCCN(C)C.C1C=CC2N(O)N=NC=2C=1, predict the reaction product. The product is: [CH3:10][O:9][C:7]1[CH:6]=[C:5]([CH2:11][NH:12][C:13]([C:16]2[CH:17]=[CH:18][C:19]([N:22]3[CH2:23][CH2:24][N:25]([C:28]([O:30][C:31]([CH3:34])([CH3:33])[CH3:32])=[O:29])[CH2:26][CH2:27]3)=[CH:20][CH:21]=2)=[O:14])[CH:4]=[C:3]([O:2][CH3:1])[CH:8]=1. (5) Given the reactants [Cl:1][C:2]1[C:3]2[C:11](I)=[CH:10][N:9]([CH2:13][C:14]3[C:19]([CH3:20])=[C:18]([O:21][CH3:22])[C:17]([CH3:23])=[CH:16][N:15]=3)[C:4]=2[N:5]=[C:6]([NH2:8])[N:7]=1.[CH2:24]([OH:30])[CH2:25][CH2:26][CH2:27][C:28]#[CH:29], predict the reaction product. The product is: [NH2:8][C:6]1[N:7]=[C:2]([Cl:1])[C:3]2[C:11]([C:29]#[C:28][CH2:27][CH2:26][CH2:25][CH2:24][OH:30])=[CH:10][N:9]([CH2:13][C:14]3[C:19]([CH3:20])=[C:18]([O:21][CH3:22])[C:17]([CH3:23])=[CH:16][N:15]=3)[C:4]=2[N:5]=1.